The task is: Regression. Given two drug SMILES strings and cell line genomic features, predict the synergy score measuring deviation from expected non-interaction effect.. This data is from NCI-60 drug combinations with 297,098 pairs across 59 cell lines. (1) Drug 1: CC12CCC3C(C1CCC2=O)CC(=C)C4=CC(=O)C=CC34C. Drug 2: C1=NC2=C(N1)C(=S)N=C(N2)N. Cell line: DU-145. Synergy scores: CSS=46.3, Synergy_ZIP=-2.55, Synergy_Bliss=-2.94, Synergy_Loewe=-0.981, Synergy_HSA=0.812. (2) Drug 1: CCCS(=O)(=O)NC1=C(C(=C(C=C1)F)C(=O)C2=CNC3=C2C=C(C=N3)C4=CC=C(C=C4)Cl)F. Drug 2: C1=NNC2=C1C(=O)NC=N2. Cell line: TK-10. Synergy scores: CSS=9.55, Synergy_ZIP=-1.79, Synergy_Bliss=2.21, Synergy_Loewe=-2.93, Synergy_HSA=0.870. (3) Drug 1: COC1=NC(=NC2=C1N=CN2C3C(C(C(O3)CO)O)O)N. Drug 2: C1=CN(C=N1)CC(O)(P(=O)(O)O)P(=O)(O)O. Cell line: MOLT-4. Synergy scores: CSS=55.7, Synergy_ZIP=1.67, Synergy_Bliss=1.32, Synergy_Loewe=-8.71, Synergy_HSA=-0.644. (4) Drug 1: C1=CC(=CC=C1CCC2=CNC3=C2C(=O)NC(=N3)N)C(=O)NC(CCC(=O)O)C(=O)O. Drug 2: C1CN(CCN1C(=O)CCBr)C(=O)CCBr. Cell line: MDA-MB-435. Synergy scores: CSS=12.2, Synergy_ZIP=-1.07, Synergy_Bliss=8.59, Synergy_Loewe=-55.7, Synergy_HSA=2.89. (5) Drug 1: CC=C1C(=O)NC(C(=O)OC2CC(=O)NC(C(=O)NC(CSSCCC=C2)C(=O)N1)C(C)C)C(C)C. Drug 2: C1C(C(OC1N2C=NC(=NC2=O)N)CO)O. Cell line: OVCAR-4. Synergy scores: CSS=18.3, Synergy_ZIP=-2.51, Synergy_Bliss=0.630, Synergy_Loewe=2.66, Synergy_HSA=4.31. (6) Drug 1: CCC(=C(C1=CC=CC=C1)C2=CC=C(C=C2)OCCN(C)C)C3=CC=CC=C3.C(C(=O)O)C(CC(=O)O)(C(=O)O)O. Drug 2: CC1C(C(CC(O1)OC2CC(OC(C2O)C)OC3=CC4=CC5=C(C(=O)C(C(C5)C(C(=O)C(C(C)O)O)OC)OC6CC(C(C(O6)C)O)OC7CC(C(C(O7)C)O)OC8CC(C(C(O8)C)O)(C)O)C(=C4C(=C3C)O)O)O)O. Cell line: A549. Synergy scores: CSS=51.4, Synergy_ZIP=6.35, Synergy_Bliss=5.70, Synergy_Loewe=-11.9, Synergy_HSA=5.78. (7) Drug 2: CC1CCCC2(C(O2)CC(NC(=O)CC(C(C(=O)C(C1O)C)(C)C)O)C(=CC3=CSC(=N3)C)C)C. Drug 1: CCC(=C(C1=CC=CC=C1)C2=CC=C(C=C2)OCCN(C)C)C3=CC=CC=C3.C(C(=O)O)C(CC(=O)O)(C(=O)O)O. Synergy scores: CSS=37.8, Synergy_ZIP=-0.583, Synergy_Bliss=-1.27, Synergy_Loewe=-18.7, Synergy_HSA=0.223. Cell line: MALME-3M. (8) Drug 1: CC1OCC2C(O1)C(C(C(O2)OC3C4COC(=O)C4C(C5=CC6=C(C=C35)OCO6)C7=CC(=C(C(=C7)OC)O)OC)O)O. Drug 2: CC(C)CN1C=NC2=C1C3=CC=CC=C3N=C2N. Cell line: UACC62. Synergy scores: CSS=32.8, Synergy_ZIP=-8.19, Synergy_Bliss=2.44, Synergy_Loewe=-2.20, Synergy_HSA=0.596. (9) Drug 1: CC1CCC2CC(C(=CC=CC=CC(CC(C(=O)C(C(C(=CC(C(=O)CC(OC(=O)C3CCCCN3C(=O)C(=O)C1(O2)O)C(C)CC4CCC(C(C4)OC)O)C)C)O)OC)C)C)C)OC. Drug 2: C1=CC=C(C=C1)NC(=O)CCCCCCC(=O)NO. Cell line: A549. Synergy scores: CSS=7.05, Synergy_ZIP=-3.43, Synergy_Bliss=-1.38, Synergy_Loewe=-1.31, Synergy_HSA=-0.610. (10) Drug 1: CN1C(=O)N2C=NC(=C2N=N1)C(=O)N. Synergy scores: CSS=1.69, Synergy_ZIP=-2.15, Synergy_Bliss=-1.61, Synergy_Loewe=-0.454, Synergy_HSA=-1.06. Drug 2: C#CCC(CC1=CN=C2C(=N1)C(=NC(=N2)N)N)C3=CC=C(C=C3)C(=O)NC(CCC(=O)O)C(=O)O. Cell line: MDA-MB-231.